Dataset: NCI-60 drug combinations with 297,098 pairs across 59 cell lines. Task: Regression. Given two drug SMILES strings and cell line genomic features, predict the synergy score measuring deviation from expected non-interaction effect. (1) Drug 1: CS(=O)(=O)C1=CC(=C(C=C1)C(=O)NC2=CC(=C(C=C2)Cl)C3=CC=CC=N3)Cl. Drug 2: CN1C(=O)N2C=NC(=C2N=N1)C(=O)N. Cell line: MDA-MB-231. Synergy scores: CSS=12.0, Synergy_ZIP=-0.247, Synergy_Bliss=2.21, Synergy_Loewe=1.97, Synergy_HSA=2.04. (2) Drug 1: CC(C)NC(=O)C1=CC=C(C=C1)CNNC.Cl. Drug 2: CC1=C(C(=O)C2=C(C1=O)N3CC4C(C3(C2COC(=O)N)OC)N4)N. Cell line: A498. Synergy scores: CSS=4.17, Synergy_ZIP=-7.96, Synergy_Bliss=-5.34, Synergy_Loewe=-27.9, Synergy_HSA=-4.37. (3) Drug 1: C1CC(=O)NC(=O)C1N2CC3=C(C2=O)C=CC=C3N. Drug 2: B(C(CC(C)C)NC(=O)C(CC1=CC=CC=C1)NC(=O)C2=NC=CN=C2)(O)O. Cell line: K-562. Synergy scores: CSS=-4.72, Synergy_ZIP=-0.532, Synergy_Bliss=-7.59, Synergy_Loewe=-5.21, Synergy_HSA=-7.68. (4) Drug 1: CC(CN1CC(=O)NC(=O)C1)N2CC(=O)NC(=O)C2. Drug 2: CC1=C(C(=CC=C1)Cl)NC(=O)C2=CN=C(S2)NC3=CC(=NC(=N3)C)N4CCN(CC4)CCO. Cell line: A498. Synergy scores: CSS=20.9, Synergy_ZIP=-5.03, Synergy_Bliss=0.707, Synergy_Loewe=-3.22, Synergy_HSA=2.23. (5) Drug 1: CC1CCC2CC(C(=CC=CC=CC(CC(C(=O)C(C(C(=CC(C(=O)CC(OC(=O)C3CCCCN3C(=O)C(=O)C1(O2)O)C(C)CC4CCC(C(C4)OC)O)C)C)O)OC)C)C)C)OC. Drug 2: CCC1(C2=C(COC1=O)C(=O)N3CC4=CC5=C(C=CC(=C5CN(C)C)O)N=C4C3=C2)O.Cl. Cell line: K-562. Synergy scores: CSS=63.5, Synergy_ZIP=8.31, Synergy_Bliss=7.20, Synergy_Loewe=7.00, Synergy_HSA=11.5. (6) Drug 1: C1=NC2=C(N=C(N=C2N1C3C(C(C(O3)CO)O)F)Cl)N. Drug 2: CC1=C(N=C(N=C1N)C(CC(=O)N)NCC(C(=O)N)N)C(=O)NC(C(C2=CN=CN2)OC3C(C(C(C(O3)CO)O)O)OC4C(C(C(C(O4)CO)O)OC(=O)N)O)C(=O)NC(C)C(C(C)C(=O)NC(C(C)O)C(=O)NCCC5=NC(=CS5)C6=NC(=CS6)C(=O)NCCC[S+](C)C)O. Cell line: BT-549. Synergy scores: CSS=25.0, Synergy_ZIP=-8.26, Synergy_Bliss=-0.104, Synergy_Loewe=1.71, Synergy_HSA=2.16.